Regression. Given two drug SMILES strings and cell line genomic features, predict the synergy score measuring deviation from expected non-interaction effect. From a dataset of NCI-60 drug combinations with 297,098 pairs across 59 cell lines. (1) Drug 1: CC(C)(C#N)C1=CC(=CC(=C1)CN2C=NC=N2)C(C)(C)C#N. Drug 2: CCC1(C2=C(COC1=O)C(=O)N3CC4=CC5=C(C=CC(=C5CN(C)C)O)N=C4C3=C2)O.Cl. Cell line: MALME-3M. Synergy scores: CSS=4.58, Synergy_ZIP=-6.32, Synergy_Bliss=-7.05, Synergy_Loewe=-7.70, Synergy_HSA=-4.43. (2) Drug 1: CCCS(=O)(=O)NC1=C(C(=C(C=C1)F)C(=O)C2=CNC3=C2C=C(C=N3)C4=CC=C(C=C4)Cl)F. Drug 2: CN1CCC(CC1)COC2=C(C=C3C(=C2)N=CN=C3NC4=C(C=C(C=C4)Br)F)OC. Cell line: COLO 205. Synergy scores: CSS=46.1, Synergy_ZIP=3.94, Synergy_Bliss=2.87, Synergy_Loewe=-13.2, Synergy_HSA=-2.85. (3) Drug 1: CC1C(C(CC(O1)OC2CC(CC3=C2C(=C4C(=C3O)C(=O)C5=C(C4=O)C(=CC=C5)OC)O)(C(=O)CO)O)N)O.Cl. Drug 2: C1CCN(CC1)CCOC2=CC=C(C=C2)C(=O)C3=C(SC4=C3C=CC(=C4)O)C5=CC=C(C=C5)O. Cell line: SK-MEL-5. Synergy scores: CSS=14.4, Synergy_ZIP=-7.87, Synergy_Bliss=-6.42, Synergy_Loewe=-7.31, Synergy_HSA=-5.31. (4) Drug 1: CS(=O)(=O)C1=CC(=C(C=C1)C(=O)NC2=CC(=C(C=C2)Cl)C3=CC=CC=N3)Cl. Drug 2: C1=CC=C(C(=C1)C(C2=CC=C(C=C2)Cl)C(Cl)Cl)Cl. Cell line: OVCAR3. Synergy scores: CSS=3.63, Synergy_ZIP=-0.834, Synergy_Bliss=1.94, Synergy_Loewe=-2.51, Synergy_HSA=-0.640. (5) Drug 1: C1CN(CCN1C(=O)CCBr)C(=O)CCBr. Drug 2: C1C(C(OC1N2C=NC3=C2NC=NCC3O)CO)O. Cell line: RXF 393. Synergy scores: CSS=11.1, Synergy_ZIP=-5.13, Synergy_Bliss=-6.43, Synergy_Loewe=-6.93, Synergy_HSA=-7.21. (6) Drug 1: C1=CC(=C2C(=C1NCCNCCO)C(=O)C3=C(C=CC(=C3C2=O)O)O)NCCNCCO. Drug 2: CN(CC1=CN=C2C(=N1)C(=NC(=N2)N)N)C3=CC=C(C=C3)C(=O)NC(CCC(=O)O)C(=O)O. Cell line: SK-MEL-5. Synergy scores: CSS=35.1, Synergy_ZIP=-4.51, Synergy_Bliss=1.92, Synergy_Loewe=-1.24, Synergy_HSA=2.44. (7) Drug 1: C1=C(C(=O)NC(=O)N1)F. Drug 2: C(=O)(N)NO. Cell line: EKVX. Synergy scores: CSS=24.3, Synergy_ZIP=1.58, Synergy_Bliss=-1.65, Synergy_Loewe=-12.5, Synergy_HSA=-4.13. (8) Drug 1: CCC1=CC2CC(C3=C(CN(C2)C1)C4=CC=CC=C4N3)(C5=C(C=C6C(=C5)C78CCN9C7C(C=CC9)(C(C(C8N6C)(C(=O)OC)O)OC(=O)C)CC)OC)C(=O)OC.C(C(C(=O)O)O)(C(=O)O)O. Drug 2: CCC(=C(C1=CC=CC=C1)C2=CC=C(C=C2)OCCN(C)C)C3=CC=CC=C3.C(C(=O)O)C(CC(=O)O)(C(=O)O)O. Cell line: 786-0. Synergy scores: CSS=20.4, Synergy_ZIP=4.19, Synergy_Bliss=4.30, Synergy_Loewe=-20.4, Synergy_HSA=6.21. (9) Drug 1: C1CC(C1)(C(=O)O)C(=O)O.[NH2-].[NH2-].[Pt+2]. Drug 2: C#CCC(CC1=CN=C2C(=N1)C(=NC(=N2)N)N)C3=CC=C(C=C3)C(=O)NC(CCC(=O)O)C(=O)O. Cell line: HCT-15. Synergy scores: CSS=64.9, Synergy_ZIP=3.04, Synergy_Bliss=1.10, Synergy_Loewe=-31.7, Synergy_HSA=-1.93. (10) Drug 1: C1=C(C(=O)NC(=O)N1)N(CCCl)CCCl. Drug 2: CC1=C(N=C(N=C1N)C(CC(=O)N)NCC(C(=O)N)N)C(=O)NC(C(C2=CN=CN2)OC3C(C(C(C(O3)CO)O)O)OC4C(C(C(C(O4)CO)O)OC(=O)N)O)C(=O)NC(C)C(C(C)C(=O)NC(C(C)O)C(=O)NCCC5=NC(=CS5)C6=NC(=CS6)C(=O)NCCC[S+](C)C)O. Cell line: NCI-H322M. Synergy scores: CSS=-0.453, Synergy_ZIP=0.702, Synergy_Bliss=0.350, Synergy_Loewe=-4.12, Synergy_HSA=-2.47.